This data is from Forward reaction prediction with 1.9M reactions from USPTO patents (1976-2016). The task is: Predict the product of the given reaction. (1) Given the reactants Cl.[NH2:2][CH2:3][CH2:4][CH2:5][CH2:6][C:7]1[CH:12]=[CH:11][C:10]([O:13][CH3:14])=[CH:9][CH:8]=1.[OH-].[Na+].S([NH:27][N:28]=[CH:29][CH:30](Cl)Cl)(C1C=CC(C)=CC=1)(=O)=O.C(=O)([O-])O.[Na+].[CH3:38][S:39]([OH:42])(=[O:41])=[O:40], predict the reaction product. The product is: [CH3:38][S:39]([OH:42])(=[O:41])=[O:40].[CH3:14][O:13][C:10]1[CH:9]=[CH:8][C:7]([CH2:6][CH2:5][CH2:4][CH2:3][N:2]2[CH:30]=[CH:29][N:28]=[N:27]2)=[CH:12][CH:11]=1. (2) The product is: [NH2:24][C:23]1[C:22]([C:30]#[C:29][CH2:28][CH2:27][CH2:26][OH:31])=[N:21][CH:20]=[N:19][C:18]=1[NH:17][C:4]1[CH:5]=[CH:6][C:7]([O:8][CH2:9][C:10]2[CH:15]=[CH:14][CH:13]=[C:12]([F:16])[CH:11]=2)=[C:2]([Cl:1])[CH:3]=1. Given the reactants [Cl:1][C:2]1[CH:3]=[C:4]([NH:17][C:18]2[C:23]([NH2:24])=[C:22](I)[N:21]=[CH:20][N:19]=2)[CH:5]=[CH:6][C:7]=1[O:8][CH2:9][C:10]1[CH:15]=[CH:14][CH:13]=[C:12]([F:16])[CH:11]=1.[CH2:26]([OH:31])[CH2:27][CH2:28][C:29]#[CH:30], predict the reaction product. (3) Given the reactants C(=O)([O-])[O-].[Cs+].[Cs+].[OH:7][C:8]1[CH:9]=[C:10]2[C:14](=[CH:15][CH:16]=1)[NH:13][CH:12]=[CH:11]2.Br[C:18]([CH3:25])([CH3:24])[C:19]([O:21][CH2:22][CH3:23])=[O:20], predict the reaction product. The product is: [CH2:22]([O:21][C:19](=[O:20])[C:18]([O:7][C:8]1[CH:9]=[C:10]2[C:14](=[CH:15][CH:16]=1)[NH:13][CH:12]=[CH:11]2)([CH3:25])[CH3:24])[CH3:23]. (4) The product is: [CH2:26]([O:28][C:29](=[O:49])[CH2:30][C:31]1([C:34]2[CH:39]=[CH:38][C:37]([C:2]3[CH:7]=[CH:6][C:5]([C:8]4[O:12][N:11]=[C:10]([CH3:13])[C:9]=4[CH:14]([OH:25])[CH2:15][CH2:16][C:17]4[CH:22]=[CH:21][C:20]([O:23][CH3:24])=[CH:19][CH:18]=4)=[CH:4][CH:3]=3)=[CH:36][CH:35]=2)[CH2:33][CH2:32]1)[CH3:27]. Given the reactants Br[C:2]1[CH:7]=[CH:6][C:5]([C:8]2[O:12][N:11]=[C:10]([CH3:13])[C:9]=2[CH:14]([OH:25])[CH2:15][CH2:16][C:17]2[CH:22]=[CH:21][C:20]([O:23][CH3:24])=[CH:19][CH:18]=2)=[CH:4][CH:3]=1.[CH2:26]([O:28][C:29](=[O:49])[CH2:30][C:31]1([C:34]2[CH:39]=[CH:38][C:37](B3OC(C)(C)C(C)(C)O3)=[CH:36][CH:35]=2)[CH2:33][CH2:32]1)[CH3:27], predict the reaction product. (5) Given the reactants CC1(C)C(C)(C)OB([C:9]2[CH:14]=[CH:13][C:12]([C:15]3([C:18]([N:20]4[CH2:24][CH2:23][C@@:22]5([C:28]6[CH:29]=[CH:30][CH:31]=[CH:32][C:27]=6[C:26](=[O:33])[O:25]5)[CH2:21]4)=[O:19])[CH2:17][CH2:16]3)=[CH:11][CH:10]=2)O1.O1CCOCC1.Br[C:42]1[CH:43]=[CH:44][C:45]([F:48])=[N:46][CH:47]=1.C(P(C(C)(C)C)C(C)(C)C)(C)(C)C.[F-].[K+], predict the reaction product. The product is: [F:48][C:45]1[N:46]=[CH:47][C:42]([C:9]2[CH:14]=[CH:13][C:12]([C:15]3([C:18]([N:20]4[CH2:24][CH2:23][C@@:22]5([C:28]6[CH:29]=[CH:30][CH:31]=[CH:32][C:27]=6[C:26](=[O:33])[O:25]5)[CH2:21]4)=[O:19])[CH2:17][CH2:16]3)=[CH:11][CH:10]=2)=[CH:43][CH:44]=1. (6) Given the reactants [Cr](Cl)([O-])(=O)=O.[NH+]1C=CC=CC=1.[OH:12][CH:13]1[CH2:18][CH2:17][CH:16]([O:19][C:20](=[O:29])[CH:21]=[CH:22][C:23]2[CH:28]=[CH:27][CH:26]=[CH:25][CH:24]=2)[CH2:15][CH2:14]1, predict the reaction product. The product is: [O:12]=[C:13]1[CH2:18][CH2:17][CH:16]([O:19][C:20](=[O:29])[CH:21]=[CH:22][C:23]2[CH:28]=[CH:27][CH:26]=[CH:25][CH:24]=2)[CH2:15][CH2:14]1. (7) Given the reactants [N:1]1[C:11]2[NH:10][C:9]3[CH:12]=[CH:13][CH:14]=[CH:15][C:8]=3[C:7](=[S:16])[NH:6][C:5]=2[CH:4]=[CH:3][CH:2]=1.F[B-](F)(F)F.[CH3:22][O+](C)C, predict the reaction product. The product is: [CH3:22][S:16][C:7]1[C:8]2[CH:15]=[CH:14][CH:13]=[CH:12][C:9]=2[NH:10][C:11]2[N:1]=[CH:2][CH:3]=[CH:4][C:5]=2[N:6]=1. (8) Given the reactants C[O:2][C:3](=[O:15])[C:4]1[CH:9]=[C:8]([S:10]([CH3:13])(=[O:12])=[O:11])[CH:7]=[C:6]([Cl:14])[CH:5]=1.O.[OH-].[Li+], predict the reaction product. The product is: [Cl:14][C:6]1[CH:5]=[C:4]([CH:9]=[C:8]([S:10]([CH3:13])(=[O:12])=[O:11])[CH:7]=1)[C:3]([OH:15])=[O:2]. (9) Given the reactants [H-].[Na+].[F:3][C:4]1[C:9]([C:10]2[CH:15]=[CH:14][CH:13]=[CH:12][C:11]=2[CH:16]2[CH2:21][CH2:20][CH:19]([CH2:22][CH2:23][CH3:24])[CH2:18][CH2:17]2)=[CH:8][CH:7]=[CH:6][C:5]=1[OH:25].[CH3:26][O:27][CH2:28]Cl, predict the reaction product. The product is: [F:3][C:4]1[C:9]([C:10]2[CH:15]=[CH:14][CH:13]=[CH:12][C:11]=2[CH:16]2[CH2:17][CH2:18][CH:19]([CH2:22][CH2:23][CH3:24])[CH2:20][CH2:21]2)=[CH:8][CH:7]=[CH:6][C:5]=1[O:25][CH2:26][O:27][CH3:28].